Predict which catalyst facilitates the given reaction. From a dataset of Catalyst prediction with 721,799 reactions and 888 catalyst types from USPTO. (1) Reactant: [C:1]([N:5]1[C:9]2=[N:10][CH:11]=[N:12][C:13]([NH2:14])=[C:8]2[CH:7]=[N:6]1)([CH3:4])([CH3:3])[CH3:2].[Br:15]Br. Product: [Br:15][C:7]1[C:8]2[C:9](=[N:10][CH:11]=[N:12][C:13]=2[NH2:14])[N:5]([C:1]([CH3:4])([CH3:2])[CH3:3])[N:6]=1. The catalyst class is: 6. (2) Reactant: CCOC(/N=N/C(OCC)=O)=O.[C:26]1(P([C:26]2[CH:31]=[CH:30][CH:29]=[CH:28][CH:27]=2)[C:26]2[CH:31]=[CH:30][CH:29]=[CH:28][CH:27]=2)[CH:31]=[CH:30][CH:29]=[CH:28][CH:27]=1.[CH3:32][S:33]([N:36]1[CH2:40][C@H:39]([S:41][CH2:42][C:43]2[CH:48]=[CH:47][C:46]([O:49][CH3:50])=[CH:45][CH:44]=2)[CH2:38][C@H:37]1[CH2:51][OH:52])(=[O:35])=[O:34].C1(O)C=CC=CC=1. Product: [CH3:32][S:33]([N:36]1[CH2:40][C@H:39]([S:41][CH2:42][C:43]2[CH:48]=[CH:47][C:46]([O:49][CH3:50])=[CH:45][CH:44]=2)[CH2:38][C@H:37]1[CH2:51][O:52][C:26]1[CH:27]=[CH:28][CH:29]=[CH:30][CH:31]=1)(=[O:34])=[O:35]. The catalyst class is: 1. (3) Reactant: ClC[C:3]1[CH:11]=[CH:10][C:6]([C:7]([OH:9])=[O:8])=[CH:5][CH:4]=1.[CH2:12]([N:14]([CH2:18][CH3:19])[C:15](=[S:17])[SH:16])[CH3:13].[Na].[C:21](=O)(O)N. Product: [CH2:12]([N:14]([CH2:18][CH3:19])[C:15]([S:16][CH2:21][C:6]1([CH:5]=[CH:4][CH:3]=[CH:11][CH2:10]1)[C:7]([OH:9])=[O:8])=[S:17])[CH3:13]. The catalyst class is: 8. (4) Reactant: [C:12]([O:11][C:9](O[C:9]([O:11][C:12]([CH3:15])([CH3:14])[CH3:13])=[O:10])=[O:10])([CH3:15])([CH3:14])[CH3:13].C(N(CC)CC)C.[Si:23]([O:30][CH2:31][CH2:32][O:33][C:34]1[CH:35]=[C:36]2[C:41](=[CH:42][CH:43]=1)[N:40]=[C:39]([C:44]1[CH:51]=[CH:50][C:47]([NH:48][CH3:49])=[CH:46][CH:45]=1)[CH:38]=[N:37]2)([C:26]([CH3:29])([CH3:28])[CH3:27])([CH3:25])[CH3:24]. Product: [C:12]([O:11][C:9](=[O:10])[N:48]([C:47]1[CH:50]=[CH:51][C:44]([C:39]2[CH:38]=[N:37][C:36]3[C:41](=[CH:42][CH:43]=[C:34]([O:33][CH2:32][CH2:31][O:30][Si:23]([C:26]([CH3:29])([CH3:28])[CH3:27])([CH3:25])[CH3:24])[CH:35]=3)[N:40]=2)=[CH:45][CH:46]=1)[CH3:49])([CH3:13])([CH3:14])[CH3:15]. The catalyst class is: 367.